Task: Predict the product of the given reaction.. Dataset: Forward reaction prediction with 1.9M reactions from USPTO patents (1976-2016) (1) The product is: [F:1][C:2]1[CH:10]=[C:9]([F:11])[C:8]([N+:12]([O-:14])=[O:13])=[CH:7][C:3]=1[C:4]([OH:6])=[O:5]. Given the reactants [F:1][C:2]1[CH:10]=[C:9]([F:11])[CH:8]=[CH:7][C:3]=1[C:4]([OH:6])=[O:5].[N+:12]([O-])([OH:14])=[O:13], predict the reaction product. (2) Given the reactants [CH:1]1[C:6](/[CH:7]=[CH:8]/[C:9]([OH:11])=[O:10])=[CH:5][CH:4]=[C:3]([OH:12])[CH:2]=1.[OH-].[K+].Cl[C:16]([O:18][CH2:19][CH3:20])=[O:17].Cl, predict the reaction product. The product is: [CH2:19]([O:18][C:16]([O:12][C:3]1[CH:4]=[CH:5][C:6](/[CH:7]=[CH:8]/[C:9]([OH:11])=[O:10])=[CH:1][CH:2]=1)=[O:17])[CH3:20]. (3) Given the reactants [Zn:1].[Cl-].[Li+].II.[CH2:6]([CH:12]([CH2:15][CH2:16][CH2:17][CH2:18][CH2:19][CH3:20])[CH2:13][Br:14])[CH2:7][CH2:8][CH2:9][CH2:10][CH3:11], predict the reaction product. The product is: [Br-:14].[CH2:6]([CH:12]([CH2:15][CH2:16][CH2:17][CH2:18][CH2:19][CH3:20])[CH2:13][Zn+:1])[CH2:7][CH2:8][CH2:9][CH2:10][CH3:11]. (4) Given the reactants O[CH:2]([CH2:15][O:16][CH:17]([CH3:19])[CH3:18])[CH2:3][NH:4][C:5](=[O:14])[O:6][CH2:7][C:8]1[CH:13]=[CH:12][CH:11]=[CH:10][CH:9]=1.[C:20]1(=[O:30])[NH:24][C:23](=[O:25])[C:22]2=[CH:26][CH:27]=[CH:28][CH:29]=[C:21]12.C1(P(C2C=CC=CC=2)C2C=CC=CC=2)C=CC=CC=1.N(C(OC(C)C)=O)=NC(OC(C)C)=O, predict the reaction product. The product is: [CH2:7]([O:6][C:5](=[O:14])[NH:4][CH2:3][CH:2]([N:24]1[C:20](=[O:30])[C:21]2[C:22](=[CH:26][CH:27]=[CH:28][CH:29]=2)[C:23]1=[O:25])[CH2:15][O:16][CH:17]([CH3:19])[CH3:18])[C:8]1[CH:13]=[CH:12][CH:11]=[CH:10][CH:9]=1. (5) Given the reactants [CH:1]1([C:6]2[N:11]=[CH:10][C:9]([C:12]3[CH:13]=[N:14][CH:15]=[C:16]([CH3:18])[CH:17]=3)=[CH:8][C:7]=2[C:19]([O-:21])=O)[CH2:5][CH2:4][CH2:3][CH2:2]1.[Na+].[CH3:23][O:24][C:25]1[CH:26]=[CH:27][C:28]([CH2:33][NH2:34])=[N:29][C:30]=1[O:31][CH3:32].CCCP(O)(O)=O.C(N(C(C)C)CC)(C)C, predict the reaction product. The product is: [CH:1]1([C:6]2[N:11]=[CH:10][C:9]([C:12]3[CH:13]=[N:14][CH:15]=[C:16]([CH3:18])[CH:17]=3)=[CH:8][C:7]=2[C:19]([NH:34][CH2:33][C:28]2[CH:27]=[CH:26][C:25]([O:24][CH3:23])=[C:30]([O:31][CH3:32])[N:29]=2)=[O:21])[CH2:2][CH2:3][CH2:4][CH2:5]1. (6) Given the reactants [F:1][C:2]1[CH:3]=[C:4]2[C:9](=[CH:10][CH:11]=1)[N:8]=[CH:7][CH:6]=[C:5]2[CH:12]1[CH2:21][CH2:20][C:15]2(OCC[O:16]2)[CH2:14][CH2:13]1.Cl, predict the reaction product. The product is: [F:1][C:2]1[CH:3]=[C:4]2[C:9](=[CH:10][CH:11]=1)[N:8]=[CH:7][CH:6]=[C:5]2[CH:12]1[CH2:13][CH2:14][C:15](=[O:16])[CH2:20][CH2:21]1. (7) Given the reactants [F:1][C:2]1[CH:7]=[CH:6][C:5]([C:8]2[C:12]([CH2:13][O:14][C:15]3[CH:16]=[CH:17][C:18]([C:21](O)=[O:22])=[N:19][CH:20]=3)=[C:11]([CH2:24][OH:25])[O:10][N:9]=2)=[CH:4][CH:3]=1.[C:26]([NH2:30])([CH3:29])([CH3:28])[CH3:27], predict the reaction product. The product is: [C:26]([NH:30][C:21]([C:18]1[CH:17]=[CH:16][C:15]([O:14][CH2:13][C:12]2[C:8]([C:5]3[CH:6]=[CH:7][C:2]([F:1])=[CH:3][CH:4]=3)=[N:9][O:10][C:11]=2[CH2:24][OH:25])=[CH:20][N:19]=1)=[O:22])([CH3:29])([CH3:28])[CH3:27]. (8) The product is: [Br:1][C:2]1[CH:3]=[N:4][C:5]2[N:6]([N:8]=[C:9]([C:11]([N:27]3[CH2:26][CH2:25][C:24]4[C:29](=[CH:30][C:21]([C:19]5[CH:18]=[CH:17][N:16]=[C:15]([F:14])[CH:20]=5)=[CH:22][CH:23]=4)[N:28]3[CH3:31])=[O:13])[CH:10]=2)[CH:7]=1. Given the reactants [Br:1][C:2]1[CH:3]=[N:4][C:5]2[N:6]([N:8]=[C:9]([C:11]([OH:13])=O)[CH:10]=2)[CH:7]=1.[F:14][C:15]1[CH:20]=[C:19]([C:21]2[CH:30]=[C:29]3[C:24]([CH2:25][CH2:26][NH:27][N:28]3[CH3:31])=[CH:23][CH:22]=2)[CH:18]=[CH:17][N:16]=1, predict the reaction product. (9) The product is: [CH:2]1([CH2:7][CH2:8][S:9]([Cl:15])(=[O:12])=[O:10])[CH2:6][CH2:5][CH2:4][CH2:3]1. Given the reactants [Na+].[CH:2]1([CH2:7][CH2:8][S:9]([O-:12])(=O)=[O:10])[CH2:6][CH2:5][CH2:4][CH2:3]1.S(Cl)([Cl:15])=O, predict the reaction product.